Dataset: Full USPTO retrosynthesis dataset with 1.9M reactions from patents (1976-2016). Task: Predict the reactants needed to synthesize the given product. (1) Given the product [CH2:1]([C@H:8]1[CH2:9][N:10]([C:14]2[CH:19]=[CH:18][C:17]([O:20][CH3:21])=[C:16]([O:22][CH:23]3[CH2:27][CH2:26][CH2:25][CH2:24]3)[CH:15]=2)[CH2:11][CH2:12][N:13]1[CH3:28])[C:2]1[CH:3]=[CH:4][CH:5]=[CH:6][CH:7]=1, predict the reactants needed to synthesize it. The reactants are: [CH2:1]([C@@H:8]1[NH:13][CH2:12][CH2:11][N:10]([C:14]2[CH:19]=[CH:18][C:17]([O:20][CH3:21])=[C:16]([O:22][CH:23]3[CH2:27][CH2:26][CH2:25][CH2:24]3)[CH:15]=2)[CH2:9]1)[C:2]1[CH:7]=[CH:6][CH:5]=[CH:4][CH:3]=1.[C:28](O[BH-](OC(=O)C)OC(=O)C)(=O)C. (2) Given the product [Cl:17][C:18]1[CH:28]=[C:27]([F:29])[C:26]([F:30])=[CH:25][C:19]=1[C:20]([NH:22][C:23](=[O:24])[NH:1][C:2]1[CH:6]=[C:5]([C:7]2[CH:8]=[CH:9][C:10]([F:13])=[CH:11][CH:12]=2)[S:4][C:3]=1[C:14]([OH:16])=[O:15])=[O:21], predict the reactants needed to synthesize it. The reactants are: [NH2:1][C:2]1[CH:6]=[C:5]([C:7]2[CH:12]=[CH:11][C:10]([F:13])=[CH:9][CH:8]=2)[S:4][C:3]=1[C:14]([OH:16])=[O:15].[Cl:17][C:18]1[CH:28]=[C:27]([F:29])[C:26]([F:30])=[CH:25][C:19]=1[C:20]([N:22]=[C:23]=[O:24])=[O:21].